This data is from Catalyst prediction with 721,799 reactions and 888 catalyst types from USPTO. The task is: Predict which catalyst facilitates the given reaction. Reactant: [CH3:1][O:2][C:3](=[N:5][S:6]([N+:9](CC)(CC)[CH2:10][CH3:11])(=[O:8])=[O:7])[O-:4].NCCO. Product: [CH3:1][O:2][C:3]([N:5]1[CH2:11][CH2:10][NH:9][S:6]1(=[O:8])=[O:7])=[O:4]. The catalyst class is: 1.